This data is from Reaction yield outcomes from USPTO patents with 853,638 reactions. The task is: Predict the reaction yield, written as a fraction of the theoretical maximum amount of product (1.0 means a 100% yield; for example, 0.34 means a 34% yield). (1) The yield is 0.400. The product is [C:35]([O:39][C:40](=[O:52])[C:41]([CH3:51])([CH3:50])[CH2:42][O:43][C:44]([O:46][CH:47]([N:16]1[N:17]=[C:13]([C:9]2[CH:10]=[CH:11][CH:12]=[C:7]([O:6][CH2:5][C:4]3[CH:20]=[C:21]([C:24]([F:26])([F:27])[F:25])[CH:22]=[CH:23][C:3]=3[C:2]([F:1])([F:28])[F:29])[CH:8]=2)[C:14]([C:18]#[N:19])=[N:15]1)[CH3:48])=[O:45])([CH3:37])([CH3:38])[CH3:36]. The reactants are [F:1][C:2]([F:29])([F:28])[C:3]1[CH:23]=[CH:22][C:21]([C:24]([F:27])([F:26])[F:25])=[CH:20][C:4]=1[CH2:5][O:6][C:7]1[CH:8]=[C:9]([C:13]2[N:17]=[N:16][NH:15][C:14]=2[C:18]#[N:19])[CH:10]=[CH:11][CH:12]=1.C(=O)(O)[O-].[Na+].[C:35]([O:39][C:40](=[O:52])[C:41]([CH3:51])([CH3:50])[CH2:42][O:43][C:44]([O:46][CH:47](Cl)[CH3:48])=[O:45])([CH3:38])([CH3:37])[CH3:36].O. The catalyst is CN(C=O)C. (2) The catalyst is ClCCl.C([O-])(=O)C.[Cu+2].C([O-])(=O)C. The product is [CH:1]1([N:5]2[CH2:6][CH2:7][N:8]([C:11]([C:13]3[CH:14]=[C:15]4[C:19](=[CH:20][CH:21]=3)[N:18]([C:39]3[CH:40]=[CH:41][C:36]([S:33]([CH3:32])(=[O:35])=[O:34])=[CH:37][CH:38]=3)[C:17]([C:22]([N:24]3[CH2:29][CH2:28][S:27](=[O:30])(=[O:31])[CH2:26][CH2:25]3)=[O:23])=[CH:16]4)=[O:12])[CH2:9][CH2:10]2)[CH2:2][CH2:3][CH2:4]1. The yield is 0.410. The reactants are [CH:1]1([N:5]2[CH2:10][CH2:9][N:8]([C:11]([C:13]3[CH:14]=[C:15]4[C:19](=[CH:20][CH:21]=3)[NH:18][C:17]([C:22]([N:24]3[CH2:29][CH2:28][S:27](=[O:31])(=[O:30])[CH2:26][CH2:25]3)=[O:23])=[CH:16]4)=[O:12])[CH2:7][CH2:6]2)[CH2:4][CH2:3][CH2:2]1.[CH3:32][S:33]([C:36]1[CH:41]=[CH:40][C:39](B(O)O)=[CH:38][CH:37]=1)(=[O:35])=[O:34].N1C=CC=CC=1.